This data is from NCI-60 drug combinations with 297,098 pairs across 59 cell lines. The task is: Regression. Given two drug SMILES strings and cell line genomic features, predict the synergy score measuring deviation from expected non-interaction effect. (1) Drug 1: C1=CC(=CC=C1CCCC(=O)O)N(CCCl)CCCl. Drug 2: C1CC(=O)NC(=O)C1N2C(=O)C3=CC=CC=C3C2=O. Cell line: ACHN. Synergy scores: CSS=48.7, Synergy_ZIP=0.363, Synergy_Bliss=-1.14, Synergy_Loewe=-7.32, Synergy_HSA=-2.09. (2) Drug 1: CS(=O)(=O)C1=CC(=C(C=C1)C(=O)NC2=CC(=C(C=C2)Cl)C3=CC=CC=N3)Cl. Drug 2: CCN(CC)CCCC(C)NC1=C2C=C(C=CC2=NC3=C1C=CC(=C3)Cl)OC. Cell line: UACC62. Synergy scores: CSS=32.5, Synergy_ZIP=6.88, Synergy_Bliss=13.6, Synergy_Loewe=10.9, Synergy_HSA=13.0. (3) Drug 1: CC1=CC2C(CCC3(C2CCC3(C(=O)C)OC(=O)C)C)C4(C1=CC(=O)CC4)C. Drug 2: CC1CCC2CC(C(=CC=CC=CC(CC(C(=O)C(C(C(=CC(C(=O)CC(OC(=O)C3CCCCN3C(=O)C(=O)C1(O2)O)C(C)CC4CCC(C(C4)OC)OCCO)C)C)O)OC)C)C)C)OC. Cell line: OVCAR-8. Synergy scores: CSS=26.8, Synergy_ZIP=0.252, Synergy_Bliss=-1.43, Synergy_Loewe=-15.8, Synergy_HSA=-2.23. (4) Drug 1: C1=NC2=C(N1)C(=S)N=C(N2)N. Drug 2: CC1=C2C(C(=O)C3(C(CC4C(C3C(C(C2(C)C)(CC1OC(=O)C(C(C5=CC=CC=C5)NC(=O)C6=CC=CC=C6)O)O)OC(=O)C7=CC=CC=C7)(CO4)OC(=O)C)O)C)OC(=O)C. Cell line: OVCAR-4. Synergy scores: CSS=28.4, Synergy_ZIP=-12.7, Synergy_Bliss=-6.76, Synergy_Loewe=-6.24, Synergy_HSA=-2.41. (5) Drug 1: C1CC(=O)NC(=O)C1N2CC3=C(C2=O)C=CC=C3N. Drug 2: C1=NC2=C(N=C(N=C2N1C3C(C(C(O3)CO)O)F)Cl)N. Cell line: SK-MEL-2. Synergy scores: CSS=25.3, Synergy_ZIP=-5.84, Synergy_Bliss=-9.72, Synergy_Loewe=-46.1, Synergy_HSA=-9.02. (6) Drug 1: CC1=C(C=C(C=C1)NC2=NC=CC(=N2)N(C)C3=CC4=NN(C(=C4C=C3)C)C)S(=O)(=O)N.Cl. Drug 2: CC1C(C(CC(O1)OC2CC(CC3=C2C(=C4C(=C3O)C(=O)C5=CC=CC=C5C4=O)O)(C(=O)C)O)N)O. Cell line: NCI-H460. Synergy scores: CSS=58.8, Synergy_ZIP=2.26, Synergy_Bliss=0.816, Synergy_Loewe=3.79, Synergy_HSA=5.38. (7) Drug 1: C1=NC2=C(N=C(N=C2N1C3C(C(C(O3)CO)O)O)F)N. Drug 2: C1CNP(=O)(OC1)N(CCCl)CCCl. Cell line: OVCAR-8. Synergy scores: CSS=24.9, Synergy_ZIP=0.156, Synergy_Bliss=-1.48, Synergy_Loewe=-45.4, Synergy_HSA=-2.82.